From a dataset of Full USPTO retrosynthesis dataset with 1.9M reactions from patents (1976-2016). Predict the reactants needed to synthesize the given product. Given the product [S:3]([O-:6])([O-:5])(=[O:4])=[O:2].[NH2:1][N+:13]1[CH:18]=[CH:17][CH:16]=[CH:15][N:14]=1.[NH2:1][N+:13]1[CH:18]=[CH:17][CH:16]=[CH:15][N:14]=1, predict the reactants needed to synthesize it. The reactants are: [NH2:1][O:2][S:3]([OH:6])(=[O:5])=[O:4].C(=O)([O-])[O-].[K+].[K+].[N:13]1[CH:18]=[CH:17][CH:16]=[CH:15][N:14]=1.